This data is from NCI-60 drug combinations with 297,098 pairs across 59 cell lines. The task is: Regression. Given two drug SMILES strings and cell line genomic features, predict the synergy score measuring deviation from expected non-interaction effect. Drug 1: C1CCN(CC1)CCOC2=CC=C(C=C2)C(=O)C3=C(SC4=C3C=CC(=C4)O)C5=CC=C(C=C5)O. Drug 2: CCN(CC)CCNC(=O)C1=C(NC(=C1C)C=C2C3=C(C=CC(=C3)F)NC2=O)C. Cell line: SW-620. Synergy scores: CSS=-3.59, Synergy_ZIP=0.888, Synergy_Bliss=0.264, Synergy_Loewe=-2.91, Synergy_HSA=-2.86.